Dataset: Full USPTO retrosynthesis dataset with 1.9M reactions from patents (1976-2016). Task: Predict the reactants needed to synthesize the given product. (1) Given the product [Cl:1][C:2]1[CH:3]=[C:4]([C:5]2[N:10]=[C:9]([NH2:11])[NH:8][N:7]=2)[CH:12]=[CH:13][CH:14]=1, predict the reactants needed to synthesize it. The reactants are: [Cl:1][C:2]1[CH:3]=[C:4]([CH:12]=[CH:13][CH:14]=1)[C:5]([NH:7][NH:8][C:9](=[NH:11])[NH2:10])=O. (2) The reactants are: [F:1][C:2]1[CH:7]=[CH:6][C:5]([C:8]2[C:13](=[O:14])[CH:12]=[CH:11]O[C:9]=2[CH3:15])=[CH:4][CH:3]=1.[OH-].[NH4+:17]. Given the product [F:1][C:2]1[CH:7]=[CH:6][C:5]([C:8]2[C:13](=[O:14])[CH:12]=[CH:11][NH:17][C:9]=2[CH3:15])=[CH:4][CH:3]=1, predict the reactants needed to synthesize it. (3) Given the product [Cl:17][C:18]1[CH:28]=[C:27]([F:29])[C:26]([F:30])=[CH:25][C:19]=1[C:20]([NH:22][C:23](=[O:24])[NH:1][C:2]1[CH:7]=[C:6]([N+:8]([O-:10])=[O:9])[CH:5]=[CH:4][C:3]=1[CH:11]=[CH:12][C:13]([O:15][CH3:16])=[O:14])=[O:21], predict the reactants needed to synthesize it. The reactants are: [NH2:1][C:2]1[CH:7]=[C:6]([N+:8]([O-:10])=[O:9])[CH:5]=[CH:4][C:3]=1[CH:11]=[CH:12][C:13]([O:15][CH3:16])=[O:14].[Cl:17][C:18]1[CH:28]=[C:27]([F:29])[C:26]([F:30])=[CH:25][C:19]=1[C:20]([N:22]=[C:23]=[O:24])=[O:21]. (4) Given the product [F:25][C:22]1[CH:23]=[CH:24][C:19]([O:18][C:15]2[CH:14]=[CH:13][C:12]([S:9]([OH:11])(=[O:8])=[O:10])=[CH:17][CH:16]=2)=[CH:20][CH:21]=1, predict the reactants needed to synthesize it. The reactants are: FC1C=CC([O:8][S:9]([C:12]2[CH:17]=[CH:16][C:15]([O:18][C:19]3[CH:24]=[CH:23][C:22]([F:25])=[CH:21][CH:20]=3)=[CH:14][CH:13]=2)(=[O:11])=[O:10])=CC=1.[OH-].[Na+]. (5) Given the product [NH2:1][C:4]1[CH:5]=[CH:6][C:7]([S:10]([NH:13][CH2:14][CH2:15][CH2:16][C@@H:17]([C:36]([OH:38])=[O:37])[NH:18][C:19]([O:21][CH2:22][CH:23]2[C:35]3[CH:34]=[CH:33][CH:32]=[CH:31][C:30]=3[C:29]3[C:24]2=[CH:25][CH:26]=[CH:27][CH:28]=3)=[O:20])(=[O:11])=[O:12])=[CH:8][CH:9]=1, predict the reactants needed to synthesize it. The reactants are: [N+:1]([C:4]1[CH:9]=[CH:8][C:7]([S:10]([NH:13][CH2:14][CH2:15][CH2:16][C@@H:17]([C:36]([OH:38])=[O:37])[NH:18][C:19]([O:21][CH2:22][CH:23]2[C:35]3[CH:34]=[CH:33][CH:32]=[CH:31][C:30]=3[C:29]3[C:24]2=[CH:25][CH:26]=[CH:27][CH:28]=3)=[O:20])(=[O:12])=[O:11])=[CH:6][CH:5]=1)([O-])=O.